This data is from Reaction yield outcomes from USPTO patents with 853,638 reactions. The task is: Predict the reaction yield, written as a fraction of the theoretical maximum amount of product (1.0 means a 100% yield; for example, 0.34 means a 34% yield). (1) The reactants are [F:1][C:2]([F:7])([F:6])[C:3]([OH:5])=[O:4].C(OC([N:15]1[CH2:18][CH:17]([C:19](=[O:21])[CH3:20])[CH2:16]1)=O)(C)(C)C. The catalyst is ClCCl. The product is [OH:5][C:3]([C:2]([F:7])([F:6])[F:1])=[O:4].[NH:15]1[CH2:18][CH:17]([C:19](=[O:21])[CH3:20])[CH2:16]1. The yield is 1.00. (2) The reactants are Br[C:2]1[CH:7]=[CH:6][CH:5]=[CH:4][C:3]=1[C:8]1[C:17]2[C:12](=[CH:13][CH:14]=[CH:15][CH:16]=2)[CH:11]=[CH:10][CH:9]=1.[CH2:18]([Li])[CH2:19][CH2:20][CH3:21].[CH:23]1[C:36]2[C:35](=[O:37])[C:34]3[C:29](=[CH:30][CH:31]=[CH:32][CH:33]=3)[C:28](=[O:38])[C:27]=2[CH:26]=[CH:25][CH:24]=1.[Cl-].[NH4+]. The catalyst is CCCCCC.C1COCC1.C1(C)C=CC=CC=1. The product is [C:21]1([C:8]2[CH:17]=[CH:12][CH:11]=[CH:10][C:9]=2[C:35]2([OH:37])[C:34]3[CH:33]=[CH:32][CH:31]=[CH:30][C:29]=3[C:28]([C:2]3[CH:7]=[CH:6][CH:5]=[CH:4][C:3]=3[C:8]3[C:17]4[C:12](=[CH:13][CH:14]=[CH:15][CH:16]=4)[CH:11]=[CH:10][CH:9]=3)([OH:38])[C:27]3[C:36]2=[CH:23][CH:24]=[CH:25][CH:26]=3)[C:7]2[C:2](=[CH:3][CH:4]=[CH:5][CH:6]=2)[CH:18]=[CH:19][CH:20]=1. The yield is 0.850.